Dataset: Full USPTO retrosynthesis dataset with 1.9M reactions from patents (1976-2016). Task: Predict the reactants needed to synthesize the given product. (1) Given the product [C:2]1([C:26]2[CH:31]=[CH:30][CH:29]=[CH:28][CH:27]=2)[CH:7]=[CH:6][CH:5]=[C:4]([CH:8]([O:18][CH:19]2[CH2:24][CH2:23][N:22]([CH3:25])[CH2:21][CH2:20]2)[C:9]2[S:10][C:11]3[CH:17]=[CH:16][CH:15]=[CH:14][C:12]=3[N:13]=2)[CH:3]=1.[C:35]([O-:40])(=[O:39])[C:36]([O-:38])=[O:37], predict the reactants needed to synthesize it. The reactants are: I[C:2]1[CH:3]=[C:4]([CH:8]([O:18][CH:19]2[CH2:24][CH2:23][N:22]([CH3:25])[CH2:21][CH2:20]2)[C:9]2[S:10][C:11]3[CH:17]=[CH:16][CH:15]=[CH:14][C:12]=3[N:13]=2)[CH:5]=[CH:6][CH:7]=1.[C:26]1(B(O)O)[CH:31]=[CH:30][CH:29]=[CH:28][CH:27]=1.[C:35]([O-:40])(=[O:39])[C:36]([O-:38])=[O:37]. (2) Given the product [CH3:25][C:26]([CH3:29])([O-:28])[CH3:27].[Li+:30].[O:24]=[S:2]1(=[O:1])[CH2:7][CH2:6][N:5]([C:8]2[C:13]([F:14])=[CH:12][C:11]([N:15]3[CH2:43][C@H:37]([CH2:38][NH:39][C:40](=[O:42])[CH3:41])[O:36][C:33]3=[O:35])=[CH:10][C:9]=2[F:23])[CH2:4][CH2:3]1, predict the reactants needed to synthesize it. The reactants are: [O:1]=[S:2]1(=[O:24])[CH2:7][CH2:6][N:5]([C:8]2[C:13]([F:14])=[CH:12][C:11]([NH:15]C(=O)OCC(C)C)=[CH:10][C:9]=2[F:23])[CH2:4][CH2:3]1.[CH3:25][C:26]([CH3:29])([O-:28])[CH3:27].[Li+:30].CO.[C:33]([O:36][C@H:37]([CH2:43]Cl)[CH2:38][NH:39][C:40](=[O:42])[CH3:41])(=[O:35])C.C(O)(=O)C. (3) Given the product [Br:12][C:13]1[CH:18]=[CH:17][C:16]([C:11]#[C:10][C:7]2[CH:8]=[CH:9][C:4]([O:3][CH2:1][CH3:2])=[CH:5][CH:6]=2)=[CH:15][CH:14]=1, predict the reactants needed to synthesize it. The reactants are: [CH2:1]([O:3][C:4]1[CH:9]=[CH:8][C:7]([C:10]#[CH:11])=[CH:6][CH:5]=1)[CH3:2].[Br:12][C:13]1[CH:18]=[CH:17][C:16](I)=[CH:15][CH:14]=1.C(NC(C)C)(C)C.CCOC(C)=O. (4) Given the product [CH2:2]([O:4][C:5]([C:7]1[CH2:37][N:11]2[CH2:12][CH2:13][C:14]3[C:19]([CH:10]2[CH2:9][C:8]=1[NH2:36])=[CH:18][C:17]([O:20][CH3:21])=[C:16]([O:22][CH3:23])[CH:15]=3)=[O:6])[CH3:3], predict the reactants needed to synthesize it. The reactants are: [Cl-].[CH2:2]([O:4][C:5]([CH2:7][C:8](=O)[CH2:9][CH:10]1[C:19]2[C:14](=[CH:15][C:16]([O:22][CH3:23])=[C:17]([O:20][CH3:21])[CH:18]=2)[CH2:13][CH2:12][NH2+:11]1)=[O:6])[CH3:3].C([O-])(=O)C.[Na+].C=O.C([O-])(=O)C.[NH4+:36].[CH3:37]O. (5) Given the product [CH3:1][C:2]1[CH:6]=[CH:5][O:4][C:3]=1[C:7]([NH:46][C:47]1[CH:52]=[CH:51][CH:50]=[C:49]([CH:53]2[CH2:67][N:57]3[C:58](=[O:66])[NH:59][C:60]4[CH:61]=[CH:62][CH:63]=[CH:64][C:65]=4[C:56]3=[N:55][CH2:54]2)[CH:48]=1)=[O:9], predict the reactants needed to synthesize it. The reactants are: [CH3:1][C:2]1[CH:6]=[CH:5][O:4][C:3]=1[C:7]([OH:9])=O.C(N(CC)C(C)C)(C)C.F[P-](F)(F)(F)(F)F.N1(O[P+](N(C)C)(N(C)C)N(C)C)C2C=CC=CC=2N=N1.[NH2:46][C:47]1[CH:48]=[C:49]([CH:53]2[CH2:67][N:57]3[C:58](=[O:66])[NH:59][C:60]4[CH:61]=[CH:62][CH:63]=[CH:64][C:65]=4[C:56]3=[N:55][CH2:54]2)[CH:50]=[CH:51][CH:52]=1. (6) Given the product [Cl:23][C:24]1[CH:25]=[C:26]2[C:31](=[CH:32][CH:33]=1)[N:30]([C@H:34]([CH2:38][CH:39]([CH3:41])[CH3:40])[C:35]([N:6]1[CH2:5][CH2:4][N:3]([C:8]3[CH:9]=[CH:10][C:11]([S:14]([NH:17][C:18]4[S:19][CH:20]=[CH:21][N:22]=4)(=[O:16])=[O:15])=[CH:12][CH:13]=3)[C:2](=[O:1])[CH2:7]1)=[O:36])[CH2:29][CH2:28][CH2:27]2, predict the reactants needed to synthesize it. The reactants are: [O:1]=[C:2]1[CH2:7][NH:6][CH2:5][CH2:4][N:3]1[C:8]1[CH:13]=[CH:12][C:11]([S:14]([NH:17][C:18]2[S:19][CH:20]=[CH:21][N:22]=2)(=[O:16])=[O:15])=[CH:10][CH:9]=1.[Cl:23][C:24]1[CH:25]=[C:26]2[C:31](=[CH:32][CH:33]=1)[N:30]([C@H:34]([CH2:38][CH:39]([CH3:41])[CH3:40])[C:35](O)=[O:36])[CH2:29][CH2:28][CH2:27]2.CN(C(ON1N=NC2C=CC=NC1=2)=[N+](C)C)C.F[P-](F)(F)(F)(F)F.C(=O)(O)[O-].[Na+].